From a dataset of Full USPTO retrosynthesis dataset with 1.9M reactions from patents (1976-2016). Predict the reactants needed to synthesize the given product. (1) Given the product [F:1][C:2]1[CH:7]=[CH:6][C:5]([S:8]([N:11]([CH2:12][C:13]2[CH:14]=[CH:15][C:16]([C:17]([O:19][CH3:20])=[O:18])=[CH:21][CH:22]=2)[CH:24]([CH3:25])[CH3:23])(=[O:10])=[O:9])=[CH:4][CH:3]=1, predict the reactants needed to synthesize it. The reactants are: [F:1][C:2]1[CH:7]=[CH:6][C:5]([S:8]([NH:11][CH2:12][C:13]2[CH:22]=[CH:21][C:16]([C:17]([O:19][CH3:20])=[O:18])=[CH:15][CH:14]=2)(=[O:10])=[O:9])=[CH:4][CH:3]=1.[CH3:23][CH:24](O)[CH3:25].C1C=CC(P(C2C=CC=CC=2)C2C=CC=CC=2)=CC=1.N(C(OC(C)C)=O)=NC(OC(C)C)=O. (2) Given the product [F:7][C:8]1[CH:14]=[CH:13][C:12]([N+:15]([O-:17])=[O:16])=[CH:11][C:9]=1[NH:10][C:4]([CH:1]1[CH2:3][CH2:2]1)=[O:5], predict the reactants needed to synthesize it. The reactants are: [CH:1]1([C:4](Cl)=[O:5])[CH2:3][CH2:2]1.[F:7][C:8]1[CH:14]=[CH:13][C:12]([N+:15]([O-:17])=[O:16])=[CH:11][C:9]=1[NH2:10].C([O-])(O)=O.[Na+]. (3) Given the product [CH2:20]=[C:21]1[CH2:26][CH2:25][O:24][C:22]1=[O:23].[CH:9]([CH:8]=[CH:7][C:6]([OH:5])=[O:38])=[CH:10][C:11]1[CH:12]=[CH:13][CH:14]=[CH:15][CH:16]=1, predict the reactants needed to synthesize it. The reactants are: O.S([O-])([O:5][CH2:6][CH2:7][CH2:8][CH2:9][CH2:10][CH2:11][CH2:12][CH2:13][CH2:14][CH2:15][CH2:16]C)(=O)=O.[Na+].[CH2:20]=[C:21]1[CH2:26][CH2:25][O:24][C:22]1=[O:23].C=CC1C=CC=CC=1.C(O)(=[O:38])C=C.S(OOS([O-])(=O)=O)([O-])(=O)=O.[Na+].[Na+].[OH-].[Na+]. (4) Given the product [Cl:1][C:2]1[C:7]([Cl:8])=[CH:6][CH:5]=[CH:4][C:3]=1[CH2:9][CH2:10][O:11][CH2:12][C:13]([N:47]1[CH2:52][CH2:51][CH:50]([OH:53])[CH2:49][CH2:48]1)=[O:15], predict the reactants needed to synthesize it. The reactants are: [Cl:1][C:2]1[C:7]([Cl:8])=[CH:6][CH:5]=[CH:4][C:3]=1[CH2:9][CH2:10][O:11][CH2:12][C:13]([OH:15])=O.CN(C(ON1N=NC2C=CC=NC1=2)=[N+](C)C)C.F[P-](F)(F)(F)(F)F.C(N(CC)CC)C.[NH:47]1[CH2:52][CH2:51][CH:50]([OH:53])[CH2:49][CH2:48]1. (5) Given the product [CH3:27][O:26][C:23]1[CH:24]=[C:25]2[C:20](=[CH:21][CH:22]=1)[N:19]=[CH:18][C:17]([C:29]#[N:30])=[CH:16]2, predict the reactants needed to synthesize it. The reactants are: ClC1C=C(N[C:16]2[C:25]3[C:20](=[CH:21][C:22](F)=[C:23]([O:26][CH3:27])[CH:24]=3)[N:19]=[CH:18][C:17]=2[C:29]#[N:30])C=CC=1SC1N(C)C=CN=1.N1(C2CCNCC2)CCCCC1. (6) Given the product [F:35][C:30]([F:29])([F:34])[CH2:31][CH:41]([OH:42])[CH2:40][O:18][C:13]1[CH:14]=[CH:15][CH:16]=[C:17]2[C:12]=1[CH:11]=[CH:10][N:9]2[C:7]1[CH:6]=[CH:5][N:4]=[C:3]([S:2][CH3:1])[N:8]=1, predict the reactants needed to synthesize it. The reactants are: [CH3:1][S:2][C:3]1[N:8]=[C:7]([N:9]2[C:17]3[C:12](=[C:13]([O:18][Si](C(C)C)(C(C)C)C(C)C)[CH:14]=[CH:15][CH:16]=3)[CH:11]=[CH:10]2)[CH:6]=[CH:5][N:4]=1.[F:29][C:30]([F:35])([F:34])[CH2:31]OC.CN1[C:41](=[O:42])[CH2:40]CC1. (7) The reactants are: [Cl:1][C:2](Cl)([O:4]C(=O)OC(Cl)(Cl)Cl)Cl.C(N(CC)C(C)C)(C)C.[CH2:22]([O:24][CH2:25][CH2:26][OH:27])[CH3:23]. Given the product [Cl:1][C:2]([O:27][CH2:26][CH2:25][O:24][CH2:22][CH3:23])=[O:4], predict the reactants needed to synthesize it. (8) Given the product [NH2:1][C:2]1[CH:10]=[CH:9][C:5]([C:6]([NH:40][CH:38]2[CH2:39][O:36][CH2:37]2)=[O:8])=[CH:4][C:3]=1[O:11][CH3:12], predict the reactants needed to synthesize it. The reactants are: [NH2:1][C:2]1[CH:10]=[CH:9][C:5]([C:6]([OH:8])=O)=[CH:4][C:3]=1[O:11][CH3:12].C1C=CC2N(O)N=NC=2C=1.C(Cl)CCl.CCN(C(C)C)C(C)C.[O:36]1[CH2:39][CH:38]([NH2:40])[CH2:37]1.